Task: Predict which catalyst facilitates the given reaction.. Dataset: Catalyst prediction with 721,799 reactions and 888 catalyst types from USPTO (1) Reactant: [F:1][C:2]1[C:3]([CH2:9][OH:10])=[N:4][CH:5]=[C:6]([F:8])[CH:7]=1.C(N(CC)CC)C.[CH3:18][S:19](Cl)(=[O:21])=[O:20]. Product: [CH3:18][S:19]([O:10][CH2:9][C:3]1[C:2]([F:1])=[CH:7][C:6]([F:8])=[CH:5][N:4]=1)(=[O:21])=[O:20]. The catalyst class is: 2. (2) Reactant: O[CH2:2][CH2:3][N:4]1[CH2:9][CH2:8][C:7]2[S:10][CH:11]=[CH:12][C:6]=2[CH2:5]1.S(Cl)([Cl:15])=O. Product: [ClH:15].[Cl:15][CH2:2][CH2:3][N:4]1[CH2:9][CH2:8][C:7]2[S:10][CH:11]=[CH:12][C:6]=2[CH2:5]1. The catalyst class is: 4. (3) Reactant: [BH4-].[Na+].[C:3]([C:6]1[O:10][N:9]=[C:8]([C:11]([NH:13][C@@H:14]([CH3:31])[CH2:15][N:16]2[CH:20]=[CH:19][C:18]([C:21]3[CH:26]=[C:25]([F:27])[C:24]([C:28]#[N:29])=[C:23]([Cl:30])[CH:22]=3)=[N:17]2)=[O:12])[CH:7]=1)(=[O:5])[CH3:4]. Product: [Cl:30][C:23]1[CH:22]=[C:21]([C:18]2[CH:19]=[CH:20][N:16]([CH2:15][C@@H:14]([NH:13][C:11]([C:8]3[CH:7]=[C:6]([CH:3]([OH:5])[CH3:4])[O:10][N:9]=3)=[O:12])[CH3:31])[N:17]=2)[CH:26]=[C:25]([F:27])[C:24]=1[C:28]#[N:29]. The catalyst class is: 8. (4) Reactant: [F:1][C:2]1[CH:7]=[CH:6][C:5]([C:8]2[CH:13]=[CH:12][C:11]([CH2:14][N:15]([C:30]3[N:31]=[CH:32][C:33]4[C:38]([C:39]=3[CH3:40])=[CH:37][CH:36]=[CH:35][CH:34]=4)[S:16]([C:19]3[CH:29]=[CH:28][C:22]([C:23]([O:25]CC)=[O:24])=[CH:21][CH:20]=3)(=[O:18])=[O:17])=[CH:10][CH:9]=2)=[CH:4][CH:3]=1.[OH-].[Na+].Cl. Product: [F:1][C:2]1[CH:7]=[CH:6][C:5]([C:8]2[CH:9]=[CH:10][C:11]([CH2:14][N:15]([C:30]3[N:31]=[CH:32][C:33]4[C:38]([C:39]=3[CH3:40])=[CH:37][CH:36]=[CH:35][CH:34]=4)[S:16]([C:19]3[CH:29]=[CH:28][C:22]([C:23]([OH:25])=[O:24])=[CH:21][CH:20]=3)(=[O:18])=[O:17])=[CH:12][CH:13]=2)=[CH:4][CH:3]=1. The catalyst class is: 5. (5) Reactant: [OH:1][CH2:2][C:3]1[CH:8]=[CH:7][C:6]([OH:9])=[CH:5][C:4]=1[C:10]([F:13])([F:12])[F:11].[CH2:14](Br)[C:15]1[CH:20]=[CH:19][CH:18]=[CH:17][CH:16]=1.[OH-].[Na+]. Product: [C:15]1([CH2:14][O:9][C:6]2[CH:7]=[CH:8][C:3]([CH2:2][OH:1])=[C:4]([C:10]([F:11])([F:12])[F:13])[CH:5]=2)[CH:20]=[CH:19][CH:18]=[CH:17][CH:16]=1. The catalyst class is: 412.